Dataset: Full USPTO retrosynthesis dataset with 1.9M reactions from patents (1976-2016). Task: Predict the reactants needed to synthesize the given product. (1) The reactants are: C1C=CC2N(O)N=NC=2C=1.CCN(C(C)C)C(C)C.[C:20]1([C:33]2[CH:38]=[CH:37][CH:36]=[CH:35][CH:34]=2)[CH:25]=[CH:24][C:23]([NH:26][C:27](=[O:32])[CH2:28][C:29]([OH:31])=O)=[CH:22][CH:21]=1.CCN=C=NCCCN(C)C.Cl.Cl.[Cl:52][C:53]1[CH:58]=[CH:57][C:56]([Cl:59])=[CH:55][C:54]=1[C:60]([N:62]1[CH2:67][CH2:66][NH:65][CH2:64][CH2:63]1)=[O:61]. Given the product [C:20]1([C:33]2[CH:38]=[CH:37][CH:36]=[CH:35][CH:34]=2)[CH:21]=[CH:22][C:23]([NH:26][C:27](=[O:32])[CH2:28][C:29]([N:65]2[CH2:66][CH2:67][N:62]([C:60](=[O:61])[C:54]3[CH:55]=[C:56]([Cl:59])[CH:57]=[CH:58][C:53]=3[Cl:52])[CH2:63][CH2:64]2)=[O:31])=[CH:24][CH:25]=1, predict the reactants needed to synthesize it. (2) The reactants are: [Cl:1][C:2]1[CH:3]=[C:4]2[C:8](=[C:9]([C:11]([OH:13])=O)[CH:10]=1)[NH:7][CH:6]=[CH:5]2.[C:14]([C:18]1[CH:34]=[CH:33][C:21]([CH2:22][NH:23][CH2:24][CH2:25][NH:26][C:27]2[CH:32]=[CH:31][CH:30]=[CH:29][CH:28]=2)=[CH:20][CH:19]=1)([CH3:17])([CH3:16])[CH3:15].CCN=C=NCCCN(C)C.Cl. Given the product [C:14]([C:18]1[CH:34]=[CH:33][C:21]([CH2:22][N:23]([CH2:24][CH2:25][NH:26][C:27]2[CH:32]=[CH:31][CH:30]=[CH:29][CH:28]=2)[C:11]([C:9]2[CH:10]=[C:2]([Cl:1])[CH:3]=[C:4]3[C:8]=2[NH:7][CH:6]=[CH:5]3)=[O:13])=[CH:20][CH:19]=1)([CH3:17])([CH3:15])[CH3:16], predict the reactants needed to synthesize it. (3) Given the product [Br:1][C:2]1[C:3](=[O:29])[N:4]([C:19]2[CH:20]=[C:21]([C:38](=[O:39])[CH2:37][C:36]([O:42][CH2:43][CH3:44])=[O:41])[CH:25]=[CH:26][C:27]=2[CH3:28])[C:5]([CH3:18])=[CH:6][C:7]=1[O:8][CH2:9][C:10]1[CH:15]=[CH:14][C:13]([F:16])=[CH:12][C:11]=1[F:17], predict the reactants needed to synthesize it. The reactants are: [Br:1][C:2]1[C:3](=[O:29])[N:4]([C:19]2[CH:20]=[C:21]([CH:25]=[CH:26][C:27]=2[CH3:28])C(O)=O)[C:5]([CH3:18])=[CH:6][C:7]=1[O:8][CH2:9][C:10]1[CH:15]=[CH:14][C:13]([F:16])=[CH:12][C:11]=1[F:17].C(Cl)(=O)C(Cl)=O.[C:36]([O:42][CH2:43][CH3:44])(=[O:41])[CH2:37][C:38]([O-])=[O:39].C([Mg]Cl)(C)C.C(O)(=O)CC(CC(O)=O)(C(O)=O)O. (4) Given the product [Cl:7][C:8]1[C:9]([O:20][CH3:21])=[CH:10][CH:11]=[CH:12][C:13]=1[CH2:14][CH:15]([NH2:17])[CH3:16], predict the reactants needed to synthesize it. The reactants are: [H-].[H-].[H-].[H-].[Li+].[Al+3].[Cl:7][C:8]1[C:13]([CH:14]=[C:15]([N+:17]([O-])=O)[CH3:16])=[CH:12][CH:11]=[CH:10][C:9]=1[O:20][CH3:21].O.[OH-].[Na+]. (5) Given the product [NH2:47][C:48]1[C:49]2[C:59]([O:60][CH2:61][C:62]([NH:65][C:9](=[O:11])[C:8]3[CH:12]=[CH:13][N:14]=[C:6]([N:1]4[CH:5]=[CH:4][N:3]=[CH:2]4)[CH:7]=3)([CH3:63])[CH3:64])=[CH:58][CH:57]=[CH:56][C:50]=2[NH:51][S:52](=[O:55])(=[O:54])[N:53]=1, predict the reactants needed to synthesize it. The reactants are: [N:1]1([C:6]2[CH:7]=[C:8]([CH:12]=[CH:13][N:14]=2)[C:9]([OH:11])=O)[CH:5]=[CH:4][N:3]=[CH:2]1.C(N(CC)C(C)C)(C)C.C1C=NC2N(O)N=NC=2C=1.Cl.C(N=C=NCCCN(C)C)C.Cl.[NH2:47][C:48]1[C:49]2[C:59]([O:60][CH2:61][C:62]([NH2:65])([CH3:64])[CH3:63])=[CH:58][CH:57]=[CH:56][C:50]=2[NH:51][S:52](=[O:55])(=[O:54])[N:53]=1.CC(O)=O.Cl. (6) The reactants are: C(OC([N:8]1[CH2:15][CH2:14][CH:13]2[CH:10]([N:11]([C:16]([C:18]3[S:22][C:21]([CH3:23])=[N:20][C:19]=3[C:24]3[CH:29]=[CH:28][CH:27]=[CH:26][C:25]=3[F:30])=[O:17])[CH2:12]2)[CH2:9]1)=O)(C)(C)C.FC(F)(F)C(O)=O. Given the product [CH:10]12[N:11]([C:16]([C:18]3[S:22][C:21]([CH3:23])=[N:20][C:19]=3[C:24]3[CH:29]=[CH:28][CH:27]=[CH:26][C:25]=3[F:30])=[O:17])[CH2:12][CH:13]1[CH2:14][CH2:15][NH:8][CH2:9]2, predict the reactants needed to synthesize it.